From a dataset of Forward reaction prediction with 1.9M reactions from USPTO patents (1976-2016). Predict the product of the given reaction. (1) Given the reactants [CH3:1][O:2][C:3]1[CH:4]=[C:5]([CH:37]=[C:38]([O:42][CH3:43])[C:39]=1[O:40][CH3:41])[C:6]([N:8]1[CH2:12][CH2:11][C:10]([CH2:19][CH2:20][N:21]2[CH2:27][CH2:26][CH2:25][N:24]([C:28]3[NH:32][C:31]4[CH:33]=[CH:34][CH:35]=[CH:36][C:30]=4[N:29]=3)[CH2:23][CH2:22]2)([C:13]2[CH:18]=[CH:17][CH:16]=[CH:15][CH:14]=2)[CH2:9]1)=[O:7].O1CCCC1.C([Li])(CC)C.[C:54](#[N:57])[CH:55]=[CH2:56], predict the reaction product. The product is: [NH3:8].[CH3:43][O:42][C:38]1[CH:37]=[C:5]([CH:4]=[C:3]([O:2][CH3:1])[C:39]=1[O:40][CH3:41])[C:6]([N:8]1[CH2:12][CH2:11][C:10]([CH2:19][CH2:20][N:21]2[CH2:27][CH2:26][CH2:25][N:24]([C:28]3[N:29]([CH2:56][CH2:55][C:54]#[N:57])[C:30]4[CH:36]=[CH:35][CH:34]=[CH:33][C:31]=4[N:32]=3)[CH2:23][CH2:22]2)([C:13]2[CH:14]=[CH:15][CH:16]=[CH:17][CH:18]=2)[CH2:9]1)=[O:7]. (2) Given the reactants [F:1][C:2]1[CH:7]=[CH:6][C:5]([C:8]2[C:12]([CH2:13][O:14][C:15]3[CH:23]=[CH:22][C:18]([C:19]([OH:21])=O)=[CH:17][N:16]=3)=[C:11]([CH3:24])[O:10][N:9]=2)=[CH:4][CH:3]=1.[NH:25]1[CH2:30][CH2:29][S:28](=[O:32])(=[O:31])[CH2:27][CH2:26]1, predict the reaction product. The product is: [O:31]=[S:28]1(=[O:32])[CH2:29][CH2:30][N:25]([C:19]([C:18]2[CH:17]=[N:16][C:15]([O:14][CH2:13][C:12]3[C:8]([C:5]4[CH:4]=[CH:3][C:2]([F:1])=[CH:7][CH:6]=4)=[N:9][O:10][C:11]=3[CH3:24])=[CH:23][CH:22]=2)=[O:21])[CH2:26][CH2:27]1. (3) Given the reactants Cl.[NH2:2][C@H:3]([C@@H:5]1[CH2:9][CH2:8][CH2:7][N:6]1[C:10]([O:12][CH2:13][C:14]1[CH:19]=[CH:18][CH:17]=[CH:16][CH:15]=1)=[O:11])[CH3:4].C([O:24][C:25]([C:27]1[CH:32]=[CH:31][CH:30]=[CH:29][C:28]=1[C:33]1[CH:38]=[CH:37][C:36]([CH2:39][N:40]2[C:48]3[C:43](=[CH:44][C:45]([C:49](O)=[O:50])=[CH:46][CH:47]=3)[C:42]([CH3:52])=[C:41]2[CH3:53])=[CH:35][CH:34]=1)=[O:26])(C)(C)C, predict the reaction product. The product is: [CH2:13]([O:12][C:10]([N:6]1[CH2:7][CH2:8][CH2:9][C@H:5]1[C@@H:3]([NH:2][C:49]([C:45]1[CH:44]=[C:43]2[C:48](=[CH:47][CH:46]=1)[N:40]([CH2:39][C:36]1[CH:35]=[CH:34][C:33]([C:28]3[C:27]([C:25]([OH:26])=[O:24])=[CH:32][CH:31]=[CH:30][CH:29]=3)=[CH:38][CH:37]=1)[C:41]([CH3:53])=[C:42]2[CH3:52])=[O:50])[CH3:4])=[O:11])[C:14]1[CH:15]=[CH:16][CH:17]=[CH:18][CH:19]=1. (4) The product is: [OH:3][C:4]1[CH:11]=[CH:10][C:7]([CH2:8][OH:9])=[C:6]([O:12][CH3:13])[CH:5]=1. Given the reactants [BH4-].[Na+].[OH:3][C:4]1[CH:11]=[CH:10][C:7]([CH:8]=[O:9])=[C:6]([O:12][CH3:13])[CH:5]=1.C1COCC1, predict the reaction product.